Predict the product of the given reaction. From a dataset of Forward reaction prediction with 1.9M reactions from USPTO patents (1976-2016). (1) Given the reactants [Cl:1][C:2]1[CH:3]=[N:4][C:5]2[CH2:6][CH2:7][CH2:8][C:9]=2[CH:10]=1.[OH:11]O, predict the reaction product. The product is: [Cl:1][C:2]1[CH:3]=[N+:4]([O-:11])[C:5]2[CH2:6][CH2:7][CH2:8][C:9]=2[CH:10]=1. (2) Given the reactants [C:1]([C:5]1[N:9]([CH2:10][CH:11]2[CH2:16][CH2:15][O:14][CH2:13][CH2:12]2)[C:8]2[CH:17]=[CH:18][C:19]([S:21](Cl)(=[O:23])=[O:22])=[CH:20][C:7]=2[N:6]=1)([CH3:4])([CH3:3])[CH3:2].[NH:25]1[CH2:28][CH:27]([NH:29][C:30](=[O:36])[O:31][C:32]([CH3:35])([CH3:34])[CH3:33])[CH2:26]1, predict the reaction product. The product is: [C:1]([C:5]1[N:9]([CH2:10][CH:11]2[CH2:16][CH2:15][O:14][CH2:13][CH2:12]2)[C:8]2[CH:17]=[CH:18][C:19]([S:21]([N:25]3[CH2:28][CH:27]([NH:29][C:30](=[O:36])[O:31][C:32]([CH3:34])([CH3:33])[CH3:35])[CH2:26]3)(=[O:23])=[O:22])=[CH:20][C:7]=2[N:6]=1)([CH3:4])([CH3:3])[CH3:2]. (3) Given the reactants [NH2:1][C:2]1[C:3]2[C:10]([C:11]([C:13]3[CH:14]=[CH:15][C:16]([O:31][CH3:32])=[C:17]([NH:19][C:20]([NH:22][C:23]4[CH:28]=[CH:27][C:26]([Cl:29])=[CH:25][C:24]=4[Cl:30])=[O:21])[CH:18]=3)=[O:12])=[CH:9][N:8]([CH:33]([CH3:35])[CH3:34])[C:4]=2[N:5]=[CH:6][N:7]=1.[CH3:36][S:37]([OH:40])(=[O:39])=[O:38], predict the reaction product. The product is: [NH2:1][C:2]1[C:3]2[C:10]([C:11]([C:13]3[CH:14]=[CH:15][C:16]([O:31][CH3:32])=[C:17]([NH:19][C:20]([NH:22][C:23]4[CH:28]=[CH:27][C:26]([Cl:29])=[CH:25][C:24]=4[Cl:30])=[O:21])[CH:18]=3)=[O:12])=[CH:9][N:8]([CH:33]([CH3:35])[CH3:34])[C:4]=2[N:5]=[CH:6][N:7]=1.[S:37]([O-:40])(=[O:39])(=[O:38])[CH3:36]. (4) Given the reactants C1[O:6][CH:2]1[C:3](=[CH2:5])[CH3:4].[CH3:7]N(C=O)C.[SH:12][C:13]1[S:14][C:15]2[CH:21]=[CH:20][CH:19]=[CH:18][C:16]=2[N:17]=1.Cl, predict the reaction product. The product is: [S:14]1[C:15]2[CH:21]=[CH:20][CH:19]=[CH:18][C:16]=2[N:17]=[C:13]1[S:12][CH2:7]/[CH:5]=[C:3](\[CH3:4])/[CH2:2][OH:6]. (5) Given the reactants [O:1]1[CH2:6][C:5](=O)[CH2:4][C:3](=[O:8])[CH2:2]1.[F:9][C:10]1[CH:17]=[CH:16][C:13]([CH:14]=O)=[CH:12][C:11]=1[I:18].[NH2:19]/[C:20](/[CH3:26])=[CH:21]\[C:22]([O:24][CH3:25])=[O:23], predict the reaction product. The product is: [F:9][C:10]1[CH:17]=[CH:16][C:13]([CH:14]2[C:21]([C:22]([O:24][CH3:25])=[O:23])=[C:20]([CH3:26])[NH:19][C:5]3[CH2:6][O:1][CH2:2][C:3](=[O:8])[C:4]2=3)=[CH:12][C:11]=1[I:18]. (6) Given the reactants [CH3:1][N:2]1[C:6]([CH2:7][O:8][C:9]2[CH:14]=[CH:13][C:12]([C:15]([F:18])([F:17])[F:16])=[CH:11][CH:10]=2)=[C:5]([C:19]([O:21]CC)=O)[CH:4]=[N:3]1.O.[NH2:25][NH2:26], predict the reaction product. The product is: [CH3:1][N:2]1[C:6]([CH2:7][O:8][C:9]2[CH:14]=[CH:13][C:12]([C:15]([F:18])([F:17])[F:16])=[CH:11][CH:10]=2)=[C:5]([C:19]([NH:25][NH2:26])=[O:21])[CH:4]=[N:3]1. (7) The product is: [OH:1][C@:2]1([C:30]([F:35])([F:36])[C:31]([F:32])([F:33])[F:34])[C@:18]2([CH3:19])[C@H:5]([C@H:6]3[C:15]([C@@H:16]([C:20]4[CH:21]=[CH:22][C:23]([CH:26]([O:28][CH2:38][C:39]5[CH:40]=[CH:41][C:42]6[S:46][C:45]([CH3:47])=[N:44][C:43]=6[CH:48]=5)[CH3:27])=[CH:24][CH:25]=4)[CH2:17]2)=[C:14]2[C:9](=[CH:10][C:11](=[O:29])[CH2:12][CH2:13]2)[CH2:8][CH2:7]3)[CH2:4][CH2:3]1. Given the reactants [OH:1][C@:2]1([C:30]([F:36])([F:35])[C:31]([F:34])([F:33])[F:32])[C@:18]2([CH3:19])[C@H:5]([C@H:6]3[C:15]([C@@H:16]([C:20]4[CH:25]=[CH:24][C:23]([CH:26]([OH:28])[CH3:27])=[CH:22][CH:21]=4)[CH2:17]2)=[C:14]2[C:9](=[CH:10][C:11](=[O:29])[CH2:12][CH2:13]2)[CH2:8][CH2:7]3)[CH2:4][CH2:3]1.Br[CH2:38][C:39]1[CH:40]=[CH:41][C:42]2[S:46][C:45]([CH3:47])=[N:44][C:43]=2[CH:48]=1, predict the reaction product.